This data is from Full USPTO retrosynthesis dataset with 1.9M reactions from patents (1976-2016). The task is: Predict the reactants needed to synthesize the given product. (1) Given the product [NH2:1][C:2]1[CH:3]=[C:4]([CH:20]=[CH:21][C:22]=1[NH2:23])[O:5][C:6]1[CH:7]=[C:8]([NH:12][C:13](=[O:19])[O:14][C:15]([CH3:18])([CH3:17])[CH3:16])[CH:9]=[CH:10][CH:11]=1, predict the reactants needed to synthesize it. The reactants are: [NH2:1][C:2]1[CH:3]=[C:4]([CH:20]=[CH:21][C:22]=1[N+:23]([O-])=O)[O:5][C:6]1[CH:7]=[C:8]([NH:12][C:13](=[O:19])[O:14][C:15]([CH3:18])([CH3:17])[CH3:16])[CH:9]=[CH:10][CH:11]=1. (2) Given the product [CH3:29][N:30]([CH3:31])[C:26]([C:23]1[S:22][C:21]([CH:9]2[C:10]3[N:16]4[N:17]=[C:18]([CH3:20])[S:19][C:15]4=[N:14][C:11]=3[CH2:12][CH2:13][N:8]2[C:6]([O:5][C:1]([CH3:2])([CH3:4])[CH3:3])=[O:7])=[N:25][CH:24]=1)=[O:28], predict the reactants needed to synthesize it. The reactants are: [C:1]([O:5][C:6]([N:8]1[CH2:13][CH2:12][C:11]2[N:14]=[C:15]3[S:19][C:18]([CH3:20])=[N:17][N:16]3[C:10]=2[CH:9]1[C:21]1[S:22][C:23]([C:26]([OH:28])=O)=[CH:24][N:25]=1)=[O:7])([CH3:4])([CH3:3])[CH3:2].[CH3:29][NH:30][CH3:31]. (3) Given the product [N:6]1[CH:5]=[CH:7][CH:8]=[CH:9][C:2]=1[S:1][C:14]1[CH:19]=[CH:18][C:17]([NH2:20])=[CH:16][CH:15]=1, predict the reactants needed to synthesize it. The reactants are: [SH:1][C:2]1SC=[C:5]([C:7]2C=CC=[CH:9][CH:8]=2)[N:6]=1.F[C:14]1[CH:19]=[CH:18][C:17]([N+:20]([O-])=O)=[CH:16][CH:15]=1.C([O-])([O-])=O.[K+].[K+]. (4) Given the product [CH2:17]([NH:6][C@@H:5]([CH:7]([CH3:9])[CH3:8])[C:4]([O:3][CH3:2])=[O:10])[CH2:18][CH2:19][CH2:20][CH2:21][CH2:22][CH2:23][CH2:24][CH2:25][CH3:26], predict the reactants needed to synthesize it. The reactants are: Cl.[CH3:2][O:3][C:4](=[O:10])[C@H:5]([CH:7]([CH3:9])[CH3:8])[NH2:6].[O-]S([O-])(=O)=O.[Mg+2].[CH:17](=O)[CH2:18][CH2:19][CH2:20][CH2:21][CH2:22][CH2:23][CH2:24][CH2:25][CH3:26].CCN(CC)CC.[BH4-].[Na+]. (5) Given the product [CH3:8][Si:3]1([CH2:2][N:14]2[C:10](=[O:20])[C:11]3[C:12](=[CH:16][CH:17]=[CH:18][CH:19]=3)[C:13]2=[O:15])[CH2:7][CH2:6][CH2:5][CH2:4]1, predict the reactants needed to synthesize it. The reactants are: Cl[CH2:2][Si:3]1([CH3:8])[CH2:7][CH2:6][CH2:5][CH2:4]1.[K].[C:10]1(=[O:20])[NH:14][C:13](=[O:15])[C:12]2=[CH:16][CH:17]=[CH:18][CH:19]=[C:11]12. (6) Given the product [Cl:1][CH2:2][CH2:3][O:4][C:5]1[CH:10]=[C:9]([O:11][CH3:12])[CH:8]=[C:7]([CH2:13][S:14]([C:17]2[C:26]3[C:21](=[CH:22][CH:23]=[CH:24][CH:25]=3)[CH:20]=[CH:19][CH:18]=2)(=[O:16])=[O:15])[C:6]=1[NH2:27], predict the reactants needed to synthesize it. The reactants are: [Cl:1][CH2:2][CH2:3][O:4][C:5]1[C:6]([N+:27]([O-])=O)=[C:7]([CH2:13][S:14]([C:17]2[C:26]3[C:21](=[CH:22][CH:23]=[CH:24][CH:25]=3)[CH:20]=[CH:19][CH:18]=2)(=[O:16])=[O:15])[CH:8]=[C:9]([O:11][CH3:12])[CH:10]=1.O.NN. (7) Given the product [CH2:15]([C:14]1[N:28]([C:22]2[CH:27]=[CH:26][CH:25]=[CH:24][CH:23]=2)[N:29]=[C:8]2[C:9]=1[CH:10]=[CH:11][CH:12]=[CH:13]2)[C:16]1[CH:17]=[CH:18][CH:19]=[CH:20][CH:21]=1, predict the reactants needed to synthesize it. The reactants are: C([O-])([O-])=O.[Cs+].[Cs+].Cl[C:8]1[CH:13]=[CH:12][CH:11]=[CH:10][C:9]=1[C:14]#[C:15][C:16]1[CH:21]=[CH:20][CH:19]=[CH:18][CH:17]=1.[C:22]1([NH:28][NH2:29])[CH:27]=[CH:26][CH:25]=[CH:24][CH:23]=1. (8) Given the product [C:19]([N:12]1[C:13]2[N:14]=[CH:15][N:16]=[CH:17][C:18]=2[C:10]([C:8]([C:6]2[CH:5]=[CH:4][N:3]=[C:2]([NH:1][C:31](=[O:32])[CH2:30][N:26]3[C:27]([CH3:29])=[CH:28][C:24]([CH3:23])=[N:25]3)[CH:7]=2)=[O:9])=[CH:11]1)([CH3:22])([CH3:21])[CH3:20], predict the reactants needed to synthesize it. The reactants are: [NH2:1][C:2]1[CH:7]=[C:6]([C:8]([C:10]2[C:18]3[CH:17]=[N:16][CH:15]=[N:14][C:13]=3[N:12]([C:19]([CH3:22])([CH3:21])[CH3:20])[CH:11]=2)=[O:9])[CH:5]=[CH:4][N:3]=1.[CH3:23][C:24]1[CH:28]=[C:27]([CH3:29])[N:26]([CH2:30][C:31](O)=[O:32])[N:25]=1. (9) Given the product [CH2:2]([N+:9]([O-:10])=[CH:18][C:17]1[CH:20]=[CH:21][CH:22]=[CH:23][C:16]=1[N:11]1[CH:15]=[CH:14][CH:13]=[N:12]1)[C:3]1[CH:8]=[CH:7][CH:6]=[CH:5][CH:4]=1, predict the reactants needed to synthesize it. The reactants are: Cl.[CH2:2]([NH:9][OH:10])[C:3]1[CH:8]=[CH:7][CH:6]=[CH:5][CH:4]=1.[N:11]1([C:16]2[CH:23]=[CH:22][CH:21]=[CH:20][C:17]=2[CH:18]=O)[CH:15]=[CH:14][CH:13]=[N:12]1. (10) Given the product [NH:1]1[C:9]2[C:4](=[CH:5][CH:6]=[CH:7][CH:8]=2)[C:3]([CH2:10][CH:11]([NH:17][CH:24]2[CH2:29][CH2:28][C:27]([C:30]3[CH:35]=[CH:34][CH:33]=[CH:32][CH:31]=3)([N:36]([CH3:38])[CH3:37])[CH2:26][CH2:25]2)[C:12]2[NH:16][N:15]=[N:14][N:13]=2)=[CH:2]1, predict the reactants needed to synthesize it. The reactants are: [NH:1]1[C:9]2[C:4](=[CH:5][CH:6]=[CH:7][CH:8]=2)[C:3]([CH2:10][CH:11]([N:17]([CH:24]2[CH2:29][CH2:28][C:27]([N:36]([CH3:38])[CH3:37])([C:30]3[CH:35]=[CH:34][CH:33]=[CH:32][CH:31]=3)[CH2:26][CH2:25]2)C(=O)C(F)(F)F)[C:12]2[NH:16][N:15]=[N:14][N:13]=2)=[CH:2]1.Cl.